From a dataset of Full USPTO retrosynthesis dataset with 1.9M reactions from patents (1976-2016). Predict the reactants needed to synthesize the given product. (1) Given the product [Br:1][C:2]1[CH:8]=[CH:7][C:5]([NH:6][C:12](=[O:13])[O:14][C:15]([CH3:18])([CH3:17])[CH3:16])=[C:4]([N+:9]([O-:11])=[O:10])[CH:3]=1, predict the reactants needed to synthesize it. The reactants are: [Br:1][C:2]1[CH:8]=[CH:7][C:5]([NH2:6])=[C:4]([N+:9]([O-:11])=[O:10])[CH:3]=1.[C:12](O[C:12]([O:14][C:15]([CH3:18])([CH3:17])[CH3:16])=[O:13])([O:14][C:15]([CH3:18])([CH3:17])[CH3:16])=[O:13]. (2) Given the product [Cl:1][C:2]1[CH:3]=[CH:4][C:5]([CH:8]2[CH2:16][CH2:15][CH2:14][C:13]3[C:9]2=[CH:10][NH:11][N:12]=3)=[CH:6][CH:7]=1, predict the reactants needed to synthesize it. The reactants are: [Cl:1][C:2]1[CH:7]=[CH:6][C:5]([CH:8]2[CH2:16][CH2:15][CH2:14][C:13]3[C:9]2=[CH:10][N:11](S(C2C=CC(C)=CC=2)(=O)=O)[N:12]=3)=[CH:4][CH:3]=1.[OH-].[K+]. (3) Given the product [ClH:25].[NH2:9][C@H:10]([CH:35]1[CH2:40][CH2:39][CH2:38][CH2:37][CH2:36]1)[C:11]([N:13]1[CH2:34][CH2:33][CH2:32][C@H:14]1[C:15]([NH:17][CH2:18][C:19]1[CH:24]=[C:23]([Cl:25])[CH:22]=[CH:21][C:20]=1[C:26]1[C:30]([Cl:31])=[N:29][S:28][N:27]=1)=[O:16])=[O:12], predict the reactants needed to synthesize it. The reactants are: Cl.C(OC([NH:9][C@H:10]([CH:35]1[CH2:40][CH2:39][CH2:38][CH2:37][CH2:36]1)[C:11]([N:13]1[CH2:34][CH2:33][CH2:32][C@H:14]1[C:15]([NH:17][CH2:18][C:19]1[CH:24]=[C:23]([Cl:25])[CH:22]=[CH:21][C:20]=1[C:26]1[C:30]([Cl:31])=[N:29][S:28][N:27]=1)=[O:16])=[O:12])=O)(C)(C)C.